From a dataset of Reaction yield outcomes from USPTO patents with 853,638 reactions. Predict the reaction yield, written as a fraction of the theoretical maximum amount of product (1.0 means a 100% yield; for example, 0.34 means a 34% yield). (1) The reactants are Cl.[NH:2]1[CH2:5][CH2:4][CH2:3]1.[CH3:6][C:7]([O:10][C:11]([NH:13][CH2:14][CH2:15][C:16](O)=[O:17])=[O:12])([CH3:9])[CH3:8].Cl.C(N=C=NCCCN(C)C)C.ON1C2C=CC=CC=2N=N1. The catalyst is CN(C)C=O.C(N(CC)CC)C. The product is [N:2]1([C:16](=[O:17])[CH2:15][CH2:14][NH:13][C:11](=[O:12])[O:10][C:7]([CH3:6])([CH3:8])[CH3:9])[CH2:5][CH2:4][CH2:3]1. The yield is 0.994. (2) The reactants are [CH2:1]([N:8]1[CH2:13][CH:12]=[C:11]([C:14](=[O:22])[CH2:15][C:16]2[CH:20]=[CH:19][S:18][C:17]=2[F:21])[CH2:10][CH2:9]1)[C:2]1[CH:7]=[CH:6][CH:5]=[CH:4][CH:3]=1. The catalyst is C(O)C.[OH-].[Pd+2].[OH-].[C]. The product is [CH2:1]([N:8]1[CH2:13][CH2:12][CH:11]([C:14](=[O:22])[CH2:15][C:16]2[CH:20]=[CH:19][S:18][C:17]=2[F:21])[CH2:10][CH2:9]1)[C:2]1[CH:7]=[CH:6][CH:5]=[CH:4][CH:3]=1. The yield is 0.810. (3) The reactants are [S:1]([O-:4])([O-:3])=[O:2].[Na+:5].[Na+].[Br:7][C:8]1[CH:13]=[CH:12][C:11]([CH2:14][CH2:15]Br)=[CH:10][CH:9]=1. The catalyst is O. The product is [Br:7][C:8]1[CH:13]=[CH:12][C:11]([CH2:14][CH2:15][S:1]([O-:4])(=[O:3])=[O:2])=[CH:10][CH:9]=1.[Na+:5]. The yield is 0.860. (4) The reactants are [CH3:1][S:2][C:3]1[S:7][C:6]2=[N:8][C:9]([C:11]([O:13]CC)=[O:12])=[CH:10][N:5]2[N:4]=1.O([Si](C)(C)C)[Na].CC(O)=O. The catalyst is C1COCC1. The product is [CH3:1][S:2][C:3]1[S:7][C:6]2=[N:8][C:9]([C:11]([OH:13])=[O:12])=[CH:10][N:5]2[N:4]=1. The yield is 0.620.